This data is from Peptide-MHC class II binding affinity with 134,281 pairs from IEDB. The task is: Regression. Given a peptide amino acid sequence and an MHC pseudo amino acid sequence, predict their binding affinity value. This is MHC class II binding data. (1) The MHC is DRB3_0101 with pseudo-sequence DRB3_0101. The binding affinity (normalized) is 0.0119. The peptide sequence is YFPPPAAKEDFLGCL. (2) The peptide sequence is LSPISNMVSMANNHM. The MHC is DRB1_0101 with pseudo-sequence DRB1_0101. The binding affinity (normalized) is 0.628. (3) The peptide sequence is VAANRIQLLALIATN. The MHC is DRB1_0401 with pseudo-sequence DRB1_0401. The binding affinity (normalized) is 0.363. (4) The binding affinity (normalized) is 0.816. The MHC is DRB1_0301 with pseudo-sequence DRB1_0301. The peptide sequence is LQIILSGKMAHLRKV. (5) The MHC is DRB1_0301 with pseudo-sequence DRB1_0301. The binding affinity (normalized) is 0.569. The peptide sequence is LQLIQLINVDEVNQIVTTN. (6) The peptide sequence is AEFVVEFDLPGIK. The MHC is DRB1_0402 with pseudo-sequence DRB1_0402. The binding affinity (normalized) is 0.362. (7) The peptide sequence is SKAALTSKLDAAYKL. The MHC is DRB1_0101 with pseudo-sequence DRB1_0101. The binding affinity (normalized) is 0.482. (8) The peptide sequence is DDLMIRVIAQGPTAT. The MHC is HLA-DPA10103-DPB10301 with pseudo-sequence HLA-DPA10103-DPB10301. The binding affinity (normalized) is 0.0856. (9) The peptide sequence is YAAALVAMPTLAELA. The MHC is HLA-DQA10201-DQB10202 with pseudo-sequence HLA-DQA10201-DQB10202. The binding affinity (normalized) is 0.325.